From a dataset of NCI-60 drug combinations with 297,098 pairs across 59 cell lines. Regression. Given two drug SMILES strings and cell line genomic features, predict the synergy score measuring deviation from expected non-interaction effect. Drug 1: COC1=C(C=C2C(=C1)N=CN=C2NC3=CC(=C(C=C3)F)Cl)OCCCN4CCOCC4. Drug 2: C1CN(P(=O)(OC1)NCCCl)CCCl. Cell line: MDA-MB-435. Synergy scores: CSS=8.86, Synergy_ZIP=-3.53, Synergy_Bliss=-2.03, Synergy_Loewe=-10.5, Synergy_HSA=-2.22.